From a dataset of Forward reaction prediction with 1.9M reactions from USPTO patents (1976-2016). Predict the product of the given reaction. (1) Given the reactants [CH2:1]([CH:7]1O[C:11](=O)[CH2:10][CH2:9][CH2:8]1)CCCCC.C(NC(C)C)(C)C.C([Li])CCC.CCCCCC.[C:32]1([Se:38]Cl)[CH:37]=[CH:36][CH:35]=[CH:34][CH:33]=1, predict the reaction product. The product is: [C:32]1([Se:38][C:11]2[CH:10]=[CH:9][CH:8]=[CH:7][CH:1]=2)[CH:37]=[CH:36][CH:35]=[CH:34][CH:33]=1. (2) The product is: [Cl:24][C:21]1[CH:20]=[CH:19][C:18]([CH:17]([C:25]2[N:15]([CH2:13][CH3:14])[C:6]3[CH:7]=[C:2]([C:38]4[CH:39]=[N:35][NH:36][CH:37]=4)[C:3]([F:12])=[CH:4][C:5]=3[N:9]=2)[NH2:16])=[CH:23][CH:22]=1. Given the reactants Br[C:2]1[CH:7]=[C:6](F)[C:5]([N+:9]([O-])=O)=[CH:4][C:3]=1[F:12].[CH2:13]([NH2:15])[CH3:14].[NH:16](C(OC(C)(C)C)=O)[CH:17]([C:25](O)=O)[C:18]1[CH:23]=[CH:22][C:21]([Cl:24])=[CH:20][CH:19]=1.[NH:35]1[CH:39]=[C:38](B([O-])[O-])[CH:37]=[N:36]1, predict the reaction product. (3) The product is: [F:23][C:2]([F:1])([C:17]1[CH:22]=[CH:21][CH:20]=[CH:19][CH:18]=1)[CH2:3][NH:4][C:5]1[C:6]([F:16])=[C:7]([CH2:12][C:13]([NH:24][CH2:25][C:26]2[C:31]([CH3:32])=[N:30][C:29]([NH:33][C:34]([O:36][C:37]([CH3:39])([CH3:38])[CH3:40])=[O:35])=[CH:28][CH:27]=2)=[O:15])[C:8]([Cl:11])=[CH:9][CH:10]=1. Given the reactants [F:1][C:2]([F:23])([C:17]1[CH:22]=[CH:21][CH:20]=[CH:19][CH:18]=1)[CH2:3][NH:4][C:5]1[C:6]([F:16])=[C:7]([CH2:12][C:13]([OH:15])=O)[C:8]([Cl:11])=[CH:9][CH:10]=1.[NH2:24][CH2:25][C:26]1[CH:27]=[CH:28][C:29]([NH:33][C:34]([O:36][C:37]([CH3:40])([CH3:39])[CH3:38])=[O:35])=[N:30][C:31]=1[CH3:32].F[P-](F)(F)(F)(F)F.N1(O[P+](N(C)C)(N(C)C)N(C)C)C2C=CC=CC=2N=N1.CCN(C(C)C)C(C)C, predict the reaction product.